Dataset: Reaction yield outcomes from USPTO patents with 853,638 reactions. Task: Predict the reaction yield, written as a fraction of the theoretical maximum amount of product (1.0 means a 100% yield; for example, 0.34 means a 34% yield). The reactants are I[C:2]1[C:10]2[C:5](=[CH:6][CH:7]=[CH:8][C:9]=2[N+:11]([O-])=O)[N:4]([CH2:14][C:15]2[CH:16]=[N:17][CH:18]=[CH:19][CH:20]=2)[N:3]=1.C1COCC1.Cl. The catalyst is [Zn].CO. The product is [N:17]1[CH:18]=[CH:19][CH:20]=[C:15]([CH2:14][N:4]2[C:5]3[CH:6]=[CH:7][CH:8]=[C:9]([NH2:11])[C:10]=3[CH:2]=[N:3]2)[CH:16]=1. The yield is 0.470.